This data is from Forward reaction prediction with 1.9M reactions from USPTO patents (1976-2016). The task is: Predict the product of the given reaction. (1) Given the reactants [NH2:1][C:2]1[CH:14]=[CH:13][C:5]2[O:6][CH2:7][CH2:8][N:9](C(=O)C)[C:4]=2[CH:3]=1.Br[CH2:16][CH2:17][O:18][CH2:19][CH2:20]Br.C([O-])([O-])=O.[Na+].[Na+].[OH-].[K+], predict the reaction product. The product is: [O:18]1[CH2:19][CH2:20][N:1]([C:2]2[CH:14]=[CH:13][C:5]3[O:6][CH2:7][CH2:8][NH:9][C:4]=3[CH:3]=2)[CH2:16][CH2:17]1. (2) Given the reactants [CH3:1][S:2]([O-:4])=[O:3].[Na+].[F:6][C:7]1[CH:16]=[CH:15][C:10]([C:11](=[O:14])[CH2:12]Cl)=[CH:9][CH:8]=1.C(O)C, predict the reaction product. The product is: [F:6][C:7]1[CH:16]=[CH:15][C:10]([C:11](=[O:14])[CH2:12][S:2]([CH3:1])(=[O:4])=[O:3])=[CH:9][CH:8]=1. (3) Given the reactants [Si:1]([O:18][CH2:19][C:20]1[C:21]([N:35]2[CH2:40][C@H:39]([CH3:41])[O:38][C@H:37]([CH3:42])[CH2:36]2)=[C:22]([F:34])[C:23]2[O:27][N:26]=[C:25]([C:28](OCC)=[O:29])[C:24]=2[CH:33]=1)([C:14]([CH3:17])([CH3:16])[CH3:15])([C:8]1[CH:13]=[CH:12][CH:11]=[CH:10][CH:9]=1)[C:2]1[CH:7]=[CH:6][CH:5]=[CH:4][CH:3]=1.[O:43]1[CH2:48][CH2:47][CH2:46][CH2:45][NH:44]1, predict the reaction product. The product is: [Si:1]([O:18][CH2:19][C:20]1[C:21]([N:35]2[CH2:36][C@H:37]([CH3:42])[O:38][C@H:39]([CH3:41])[CH2:40]2)=[C:22]([F:34])[C:23]2[O:27][N:26]=[C:25]([C:28]([N:44]3[CH2:45][CH2:46][CH2:47][CH2:48][O:43]3)=[O:29])[C:24]=2[CH:33]=1)([C:14]([CH3:16])([CH3:17])[CH3:15])([C:2]1[CH:3]=[CH:4][CH:5]=[CH:6][CH:7]=1)[C:8]1[CH:9]=[CH:10][CH:11]=[CH:12][CH:13]=1.